From a dataset of Full USPTO retrosynthesis dataset with 1.9M reactions from patents (1976-2016). Predict the reactants needed to synthesize the given product. Given the product [F:1][C:2]1[CH:7]=[CH:6][C:5]([C:10]([S:12][CH:14]([C:15]#[N:16])[C:17]2[CH:22]=[CH:21][CH:20]=[CH:19][CH:18]=2)=[S:11])=[CH:4][CH:3]=1, predict the reactants needed to synthesize it. The reactants are: [F:1][C:2]1[CH:7]=[CH:6][C:5]([Mg]Br)=[CH:4][CH:3]=1.[C:10](=[S:12])=[S:11].Br[CH:14]([C:17]1[CH:22]=[CH:21][CH:20]=[CH:19][CH:18]=1)[C:15]#[N:16].O.